Dataset: Peptide-MHC class I binding affinity with 185,985 pairs from IEDB/IMGT. Task: Regression. Given a peptide amino acid sequence and an MHC pseudo amino acid sequence, predict their binding affinity value. This is MHC class I binding data. (1) The peptide sequence is VESVNNAVVM. The MHC is HLA-B44:03 with pseudo-sequence HLA-B44:03. The binding affinity (normalized) is 0.00483. (2) The peptide sequence is KAGQYVTIW. The MHC is Patr-A0901 with pseudo-sequence Patr-A0901. The binding affinity (normalized) is 0.183. (3) The peptide sequence is EVVDMLSTY. The MHC is HLA-B58:01 with pseudo-sequence HLA-B58:01. The binding affinity (normalized) is 0.0847. (4) The peptide sequence is WLSTYAVRI. The MHC is Mamu-B8701 with pseudo-sequence Mamu-B8701. The binding affinity (normalized) is 0.134.